From a dataset of Full USPTO retrosynthesis dataset with 1.9M reactions from patents (1976-2016). Predict the reactants needed to synthesize the given product. (1) Given the product [CH3:1][C:9]1[S:10][CH:11]=[C:7]([CH3:6])[C:8]=1[C:12]([OH:14])=[O:13], predict the reactants needed to synthesize it. The reactants are: [CH2:1]([Li])CCC.[CH3:6][C:7]1[C:8]([C:12]([OH:14])=[O:13])=[CH:9][S:10][CH:11]=1.IC. (2) Given the product [NH2:20][CH:2]1[C:8]2=[N:9][C:10]([C:14]3[CH:19]=[CH:18][N:17]=[CH:16][N:15]=3)=[CH:11][C:12](=[O:13])[N:7]2[CH2:6][CH2:5][O:4][CH2:3]1, predict the reactants needed to synthesize it. The reactants are: Br[CH:2]1[C:8]2=[N:9][C:10]([C:14]3[CH:19]=[CH:18][N:17]=[CH:16][N:15]=3)=[CH:11][C:12](=[O:13])[N:7]2[CH2:6][CH2:5][O:4][CH2:3]1.[NH3:20]. (3) Given the product [N+:1]([C:4]1[CH:9]=[CH:8][C:7]([NH:10][S:12]([CH3:11])(=[O:14])=[O:13])=[CH:6][CH:5]=1)([O-:3])=[O:2], predict the reactants needed to synthesize it. The reactants are: [N+:1]([C:4]1[CH:9]=[CH:8][C:7]([NH2:10])=[CH:6][CH:5]=1)([O-:3])=[O:2].[CH3:11][S:12](Cl)(=[O:14])=[O:13]. (4) Given the product [Br:43][CH2:2][CH2:3][C:4]1[CH:22]=[CH:21][C:7]([O:8][CH2:9][CH2:10][O:11][CH2:12][C:13]2[CH:14]=[C:15]([CH:18]=[CH:19][CH:20]=2)[C:16]#[N:17])=[CH:6][CH:5]=1, predict the reactants needed to synthesize it. The reactants are: O[CH2:2][CH2:3][C:4]1[CH:22]=[CH:21][C:7]([O:8][CH2:9][CH2:10][O:11][CH2:12][C:13]2[CH:14]=[C:15]([CH:18]=[CH:19][CH:20]=2)[C:16]#[N:17])=[CH:6][CH:5]=1.C1C=CC(P(C2C=CC=CC=2)C2C=CC=CC=2)=CC=1.C(Br)(Br)(Br)[Br:43]. (5) Given the product [CH2:21]([C@H:6]1[N:7]([C:9]2[N:13]3[C:14]4[CH:20]=[CH:19][NH:18][C:15]=4[N:16]=[CH:17][C:12]3=[N:11][CH:10]=2)[CH2:8][C@@H:4]([NH2:1])[CH2:5]1)[CH3:22], predict the reactants needed to synthesize it. The reactants are: [N:1]([C@@H:4]1[CH2:8][N:7]([C:9]2[N:13]3[C:14]4[CH:20]=[CH:19][NH:18][C:15]=4[N:16]=[CH:17][C:12]3=[N:11][CH:10]=2)[C@H:6]([CH2:21][CH3:22])[CH2:5]1)=[N+]=[N-].BrCC(OC(C)(C)C)=O.Cl.N([C@@H]1CN[C@H](C)C1)=[N+]=[N-].N([C@@H]1CN(C(OC(C)(C)C)=O)[C@H](C)C1)=[N+]=[N-].[OH-].[Na+].[H][H]. (6) Given the product [C:37]([NH:36][C:34]1[CH:35]=[C:30]([NH:29][C:11]2[N:16]=[C:15]([NH:17][CH2:18][C:19]3[CH:24]=[CH:23][CH:22]=[C:21]([F:25])[CH:20]=3)[C:14]([C:26]([NH2:28])=[O:27])=[CH:13][N:12]=2)[CH:31]=[CH:32][C:33]=1[O:40][CH2:41][CH2:42][N:43]1[CH2:44][CH2:45][CH2:46][CH2:47]1)(=[O:39])[CH3:38], predict the reactants needed to synthesize it. The reactants are: N1(O[C:11]2[N:16]=[C:15]([NH:17][CH2:18][C:19]3[CH:24]=[CH:23][CH:22]=[C:21]([F:25])[CH:20]=3)[C:14]([C:26]([NH2:28])=[O:27])=[CH:13][N:12]=2)C2C=CC=CC=2N=N1.[NH2:29][C:30]1[CH:31]=[CH:32][C:33]([O:40][CH2:41][CH2:42][N:43]2[CH2:47][CH2:46][CH2:45][CH2:44]2)=[C:34]([NH:36][C:37](=[O:39])[CH3:38])[CH:35]=1.CC1C=CC(S(O)(=O)=O)=CC=1.O. (7) The reactants are: [Cl:1][C:2]1[CH:7]=[CH:6][C:5]([C@H:8]([C@@H:29]([CH3:34])[C:30]([F:33])([F:32])[F:31])[C:9]([NH:11][C:12]2[CH:13]=[C:14]([CH2:20][CH2:21][C:22]([O:24]C(C)(C)C)=[O:23])[CH:15]=[CH:16][C:17]=2[C:18]#[N:19])=[O:10])=[CH:4][CH:3]=1.FC(F)(F)C(O)=O. Given the product [Cl:1][C:2]1[CH:3]=[CH:4][C:5]([C@H:8]([C@@H:29]([CH3:34])[C:30]([F:31])([F:32])[F:33])[C:9]([NH:11][C:12]2[CH:13]=[C:14]([CH2:20][CH2:21][C:22]([OH:24])=[O:23])[CH:15]=[CH:16][C:17]=2[C:18]#[N:19])=[O:10])=[CH:6][CH:7]=1, predict the reactants needed to synthesize it.